Dataset: Full USPTO retrosynthesis dataset with 1.9M reactions from patents (1976-2016). Task: Predict the reactants needed to synthesize the given product. Given the product [CH2:1]([O:3][C:4]1[CH:9]=[C:8]([F:10])[CH:7]=[CH:6][C:5]=1[C:11]1[CH:12]=[C:13]([OH:15])[N:20]([CH3:19])[N:21]=1)[CH3:2], predict the reactants needed to synthesize it. The reactants are: [CH2:1]([O:3][C:4]1[CH:9]=[C:8]([F:10])[CH:7]=[CH:6][C:5]=1[C:11](=O)[CH2:12][C:13]([O:15]CC)=O)[CH3:2].[CH3:19][NH:20][NH2:21].